The task is: Predict the reaction yield, written as a fraction of the theoretical maximum amount of product (1.0 means a 100% yield; for example, 0.34 means a 34% yield).. This data is from Reaction yield outcomes from USPTO patents with 853,638 reactions. (1) The reactants are [Br:1][C:2]1[CH:7]=[C:6]([O:8][CH3:9])[CH:5]=[C:4]([O:10]C)[CH:3]=1.B(Br)(Br)Br. The catalyst is ClCCl. The product is [Br:1][C:2]1[CH:3]=[C:4]([OH:10])[CH:5]=[C:6]([O:8][CH3:9])[CH:7]=1. The yield is 0.160. (2) The reactants are Br[C:2]1[O:6][C:5]([CH:7]=[O:8])=[CH:4][CH:3]=1.[C:9]1(B(O)O)[CH:14]=[CH:13][CH:12]=[CH:11][CH:10]=1.C([O-])([O-])=O.[K+].[K+]. The catalyst is [Br-].C([N+](CCCC)(CCCC)CCCC)CCC.O.C([O-])(=O)C.[Pd+2].C([O-])(=O)C. The product is [C:9]1([C:2]2[O:6][C:5]([CH:7]=[O:8])=[CH:4][CH:3]=2)[CH:14]=[CH:13][CH:12]=[CH:11][CH:10]=1. The yield is 0.701. (3) The reactants are Br[C:2]1[CH:7]=[C:6]([Cl:8])[CH:5]=[CH:4][C:3]=1[CH3:9].[C:10]1([C:19]2[CH:24]=[CH:23][CH:22]=[CH:21][CH:20]=2)[CH:15]=[CH:14][CH:13]=[C:12](B(O)O)[CH:11]=1.C(=O)([O-])[O-].[Na+].[Na+]. The catalyst is CCCCCCCC[N+](CCCCCCCC)(CCCCCCCC)C.[Cl-].C1(C)C=CC=CC=1. The product is [Cl:8][C:6]1[CH:5]=[CH:4][C:3]([CH3:9])=[C:2]([C:21]2[CH:22]=[CH:23][CH:24]=[C:19]([C:10]3[CH:15]=[CH:14][CH:13]=[CH:12][CH:11]=3)[CH:20]=2)[CH:7]=1. The yield is 0.770. (4) The reactants are [CH2:1]([C:5]1[N:6]=[C:7]([CH2:27][O:28]C)[NH:8][C:9](=[O:26])[C:10]=1[CH2:11][C:12]1[CH:17]=[CH:16][C:15]([C:18]2[C:19]([C:24]#[N:25])=[CH:20][CH:21]=[CH:22][CH:23]=2)=[CH:14][CH:13]=1)[CH2:2][CH2:3][CH3:4].ClCCl.B(Br)(Br)Br.O. The catalyst is ClCCl. The product is [CH2:1]([C:5]1[N:6]=[C:7]([CH2:27][OH:28])[NH:8][C:9](=[O:26])[C:10]=1[CH2:11][C:12]1[CH:17]=[CH:16][C:15]([C:18]2[C:19]([C:24]#[N:25])=[CH:20][CH:21]=[CH:22][CH:23]=2)=[CH:14][CH:13]=1)[CH2:2][CH2:3][CH3:4]. The yield is 0.860. (5) The reactants are FC(F)(F)C(O)=O.[Cl:8][C:9]1[CH:14]=[CH:13][C:12]([C:15]2([C:36]#[N:37])[CH:19]([CH2:20][C:21]([CH3:24])([CH3:23])[CH3:22])[NH:18][CH:17]([C:25]([OH:27])=O)[CH:16]2[C:28]2[CH:33]=[CH:32][CH:31]=[C:30]([F:34])[C:29]=2[F:35])=[C:11]([F:38])[CH:10]=1.CC1(C)[O:44][C@@H:43]([CH2:45][CH2:46][NH2:47])[CH2:42][O:41]1.CN(C(ON1N=NC2C=CC=NC1=2)=[N+](C)C)C.F[P-](F)(F)(F)(F)F.CCN(C(C)C)C(C)C.Cl. The catalyst is C(Cl)Cl.O1CCCC1. The product is [OH:44][C@H:43]([CH2:42][OH:41])[CH2:45][CH2:46][NH:47][C:25]([CH:17]1[CH:16]([C:28]2[CH:33]=[CH:32][CH:31]=[C:30]([F:34])[C:29]=2[F:35])[C:15]([C:12]2[CH:13]=[CH:14][C:9]([Cl:8])=[CH:10][C:11]=2[F:38])([C:36]#[N:37])[CH:19]([CH2:20][C:21]([CH3:24])([CH3:22])[CH3:23])[NH:18]1)=[O:27]. The yield is 0.580. (6) The reactants are [CH3:1][O:2][CH:3]([O:19][CH3:20])[C@@:4]1([CH3:18])[C@@H:9]2[O:10][C@@H:8]2[C:7]2[CH:11]=[C:12]([N+:15]([O-:17])=[O:16])[CH:13]=[CH:14][C:6]=2[O:5]1.[F:21][C:22]([F:38])([F:37])[O:23][C:24]1[CH:29]=[CH:28][C:27]([NH:30][CH2:31][C:32]2[NH:33][CH:34]=[CH:35][N:36]=2)=[CH:26][CH:25]=1. No catalyst specified. The product is [CH3:1][O:2][CH:3]([O:19][CH3:20])[C@@:4]1([CH3:18])[C@H:9]([OH:10])[C@@H:8]([N:30]([C:27]2[CH:26]=[CH:25][C:24]([O:23][C:22]([F:38])([F:37])[F:21])=[CH:29][CH:28]=2)[CH2:31][C:32]2[NH:36][CH:35]=[CH:34][N:33]=2)[C:7]2[CH:11]=[C:12]([N+:15]([O-:17])=[O:16])[CH:13]=[CH:14][C:6]=2[O:5]1. The yield is 0.400.